This data is from Full USPTO retrosynthesis dataset with 1.9M reactions from patents (1976-2016). The task is: Predict the reactants needed to synthesize the given product. (1) Given the product [C:1]1([CH:7]2[CH2:10][CH:9]([N:11]3[CH2:16][CH2:15][CH2:14][CH:13]([C:17]([NH2:25])=[O:19])[CH2:12]3)[CH2:8]2)[CH:6]=[CH:5][CH:4]=[CH:3][CH:2]=1, predict the reactants needed to synthesize it. The reactants are: [C:1]1([CH:7]2[CH2:10][CH:9]([N:11]3[CH2:16][CH2:15][CH2:14][CH:13]([C:17]([OH:19])=O)[CH2:12]3)[CH2:8]2)[CH:6]=[CH:5][CH:4]=[CH:3][CH:2]=1.C(=O)(O)[O-].[NH4+].[N:25]1C=CC=CC=1.O. (2) Given the product [CH3:1][CH:2]1[O:7][C:6]2[CH:8]=[CH:9][C:10]([N+:12]([O-:14])=[O:13])=[CH:11][C:5]=2[N:4]([C:24](=[O:27])[CH:25]=[CH2:26])[CH2:3]1, predict the reactants needed to synthesize it. The reactants are: [CH3:1][CH:2]1[O:7][C:6]2[CH:8]=[CH:9][C:10]([N+:12]([O-:14])=[O:13])=[CH:11][C:5]=2[NH:4][CH2:3]1.C(N(C(C)C)CC)(C)C.[C:24](Cl)(=[O:27])[CH:25]=[CH2:26]. (3) The reactants are: Cl[C:2]1[C:7]([CH3:8])=[C:6]([CH3:9])[N:5]=[C:4]([NH:10][CH2:11][C:12]2[CH:17]=[CH:16][CH:15]=[CH:14][N:13]=2)[N:3]=1.[CH:18]1([NH2:23])[CH2:22][CH2:21][CH2:20][CH2:19]1.Cl. Given the product [CH:18]1([NH:23][C:2]2[C:7]([CH3:8])=[C:6]([CH3:9])[N:5]=[C:4]([NH:10][CH2:11][C:12]3[CH:17]=[CH:16][CH:15]=[CH:14][N:13]=3)[N:3]=2)[CH2:22][CH2:21][CH2:20][CH2:19]1, predict the reactants needed to synthesize it. (4) Given the product [CH3:3][O:6][C:29](=[O:30])[C:19]1[CH:18]=[CH:17][CH:22]=[C:21]([I:2])[C:20]=1[CH2:23][N:13]([CH2:12][C:11]([O:10][CH3:9])=[O:24])[S:14]([C:17]1[CH:22]=[CH:21][C:20]([CH3:23])=[CH:19][CH:18]=1)(=[O:16])=[O:15], predict the reactants needed to synthesize it. The reactants are: [Na+].[I-:2].[C:3]([O-:6])([O-])=O.[K+].[K+].[CH3:9][O:10][C:11](=[O:24])[CH2:12][NH:13][S:14]([C:17]1[CH:22]=[CH:21][C:20]([CH3:23])=[CH:19][CH:18]=1)(=[O:16])=[O:15].O.CN([CH:29]=[O:30])C.